From a dataset of Full USPTO retrosynthesis dataset with 1.9M reactions from patents (1976-2016). Predict the reactants needed to synthesize the given product. (1) Given the product [Br:1][C:2]1[C:6]([CH3:19])=[C:5]([C:7]2[CH:8]=[CH:13][C:12]([CH2:11][CH3:14])=[CH:45][CH:44]=2)[S:4][C:3]=1[CH2:16][CH2:17][O:18][C:24]([C:37]1[CH:42]=[CH:41][CH:40]=[CH:39][CH:38]=1)([C:31]1[CH:36]=[CH:35][CH:34]=[CH:33][CH:32]=1)[C:25]1[CH:30]=[CH:29][CH:28]=[CH:27][CH:26]=1, predict the reactants needed to synthesize it. The reactants are: [Br:1][C:2]1[CH:6]=[C:5]([CH2:7][C:8]2[CH:13]=[CH:12][C:11]([CH2:14]C)=CC=2)[S:4][C:3]=1[CH2:16][CH2:17][OH:18].[CH3:19]N(C=O)C.[C:24](Cl)([C:37]1[CH:42]=[CH:41][CH:40]=[CH:39][CH:38]=1)([C:31]1[CH:36]=[CH:35][CH:34]=[CH:33][CH:32]=1)[C:25]1[CH:30]=[CH:29][CH:28]=[CH:27][CH:26]=1.[CH2:44](N(CC)CC)[CH3:45]. (2) Given the product [Br:18][C:16]1[CH:17]=[C:12]([NH:10][C:8]2[CH:7]=[CH:6][N:5]=[C:4]([CH:1]3[CH2:3][CH2:2]3)[N:9]=2)[C:13](=[O:20])[N:14]([CH3:19])[CH:15]=1, predict the reactants needed to synthesize it. The reactants are: [CH:1]1([C:4]2[N:9]=[C:8]([NH2:10])[CH:7]=[CH:6][N:5]=2)[CH2:3][CH2:2]1.Br[C:12]1[C:13](=[O:20])[N:14]([CH3:19])[CH:15]=[C:16]([Br:18])[CH:17]=1.C(=O)([O-])[O-].[Cs+].[Cs+].CC1(C)C2C(=C(P(C3C=CC=CC=3)C3C=CC=CC=3)C=CC=2)OC2C(P(C3C=CC=CC=3)C3C=CC=CC=3)=CC=CC1=2. (3) Given the product [C:27]1([C@@H:33]([OH:40])[CH2:34][N:35]2[CH2:39][CH2:38][CH2:37][CH2:36]2)[CH:28]=[CH:29][CH:30]=[CH:31][CH:32]=1, predict the reactants needed to synthesize it. The reactants are: C(OC(=O)[C@@H]([C@H](C(OC(=O)C1C=CC=CC=1)=O)O)O)(=O)C1C=CC=CC=1.[C:27]1([CH:33]([OH:40])[CH2:34][N:35]2[CH2:39][CH2:38][CH2:37][CH2:36]2)[CH:32]=[CH:31][CH:30]=[CH:29][CH:28]=1.